From a dataset of M1 muscarinic receptor antagonist screen with 61,756 compounds. Binary Classification. Given a drug SMILES string, predict its activity (active/inactive) in a high-throughput screening assay against a specified biological target. (1) The compound is Clc1cc2[nH]c(nc(=O)c2cc1)CN1CCN(CC1)C\C=C\c1ccccc1. The result is 0 (inactive). (2) The result is 0 (inactive). The compound is O=C(Nc1cc(ccc1)C(OC)=O)CN1CCN(CC1)Cc1ccccc1. (3) The drug is O=C(N1CCOCC1)C1(NC(=O)NCc2ccccc2)CCCCC1. The result is 0 (inactive). (4) The molecule is S(=O)(=O)(N1CCN(CC1)Cc1c(OCC)cccc1)CC. The result is 0 (inactive). (5) The molecule is Cl\C(Cl)=C(\NC(=O)C(C)(C)C)C(=O)N. The result is 0 (inactive). (6) The molecule is O(c1c(N2CCN(CC2)C(=O)c2ccc(CCC)cc2)cccc1)CC. The result is 0 (inactive).